Dataset: PAMPA (Parallel Artificial Membrane Permeability Assay) permeability data from NCATS. Task: Regression/Classification. Given a drug SMILES string, predict its absorption, distribution, metabolism, or excretion properties. Task type varies by dataset: regression for continuous measurements (e.g., permeability, clearance, half-life) or binary classification for categorical outcomes (e.g., BBB penetration, CYP inhibition). Dataset: pampa_ncats. (1) The compound is CC1=CC(=NO1)NS(=O)(=O)C2=CC=C(C=C2)NC(=O)CC3=CC(=C(C=C3)Cl)Cl. The result is 1 (high permeability). (2) The molecule is C1CN(CCC1(C2=CC(=CC=C2)C(F)(F)F)O)CCCC(=O)C3=CC=C(C=C3)F. The result is 1 (high permeability). (3) The result is 1 (high permeability). The compound is C1C(C12C3=CC=CC=C3NC2=O)C4=CC(=C(C(=C4)Cl)O)Cl.